Regression. Given a peptide amino acid sequence and an MHC pseudo amino acid sequence, predict their binding affinity value. This is MHC class I binding data. From a dataset of Peptide-MHC class I binding affinity with 185,985 pairs from IEDB/IMGT. (1) The peptide sequence is IIIAVARKH. The MHC is HLA-A24:02 with pseudo-sequence HLA-A24:02. The binding affinity (normalized) is 0.260. (2) The peptide sequence is DILQMREIIT. The MHC is HLA-A02:01 with pseudo-sequence HLA-A02:01. The binding affinity (normalized) is 0.0439. (3) The peptide sequence is MTLMKGASR. The MHC is HLA-A33:01 with pseudo-sequence HLA-A33:01. The binding affinity (normalized) is 0.773.